From a dataset of Catalyst prediction with 721,799 reactions and 888 catalyst types from USPTO. Predict which catalyst facilitates the given reaction. Reactant: [NH2:1][CH:2]1[CH2:7][CH2:6][CH2:5][N:4]([C:8]([O:10][C:11]([CH3:14])([CH3:13])[CH3:12])=[O:9])[CH2:3]1.Cl[C:16]1[N:21]=[C:20]([NH:22][C:23](=[O:29])[O:24][C:25]([CH3:28])([CH3:27])[CH3:26])[C:19]([C:30](=[O:33])[CH2:31][CH3:32])=[CH:18][CH:17]=1.C(N(C(C)C)CC)(C)C. Product: [C:25]([O:24][C:23]([NH:22][C:20]1[N:21]=[C:16]([NH:1][CH:2]2[CH2:7][CH2:6][CH2:5][N:4]([C:8]([O:10][C:11]([CH3:14])([CH3:13])[CH3:12])=[O:9])[CH2:3]2)[CH:17]=[CH:18][C:19]=1[C:30](=[O:33])[CH2:31][CH3:32])=[O:29])([CH3:28])([CH3:27])[CH3:26]. The catalyst class is: 148.